Dataset: CYP2D6 inhibition data for predicting drug metabolism from PubChem BioAssay. Task: Regression/Classification. Given a drug SMILES string, predict its absorption, distribution, metabolism, or excretion properties. Task type varies by dataset: regression for continuous measurements (e.g., permeability, clearance, half-life) or binary classification for categorical outcomes (e.g., BBB penetration, CYP inhibition). Dataset: cyp2d6_veith. The molecule is CCOC(=O)CCN1C(=O)[C@H]2CC[C@@H]3/C(=N\OC[C@@H](O)COCc4ccco4)C[C@@H](O)[C@@H](O)[C@@H]3[C@@H]2C1=O. The result is 0 (non-inhibitor).